Predict which catalyst facilitates the given reaction. From a dataset of Catalyst prediction with 721,799 reactions and 888 catalyst types from USPTO. (1) Reactant: [Cl:1][C:2]1[C:37]([O:38][CH3:39])=[CH:36][C:35]([O:40][CH3:41])=[C:34]([Cl:42])[C:3]=1[CH2:4][O:5][C:6]1[CH:7]=[N:8][C:9]([NH:12][C:13]2[CH:18]=[CH:17][C:16]([CH:19]3[CH2:24][CH2:23][N:22](C(OC(C)(C)C)=O)[CH2:21][CH2:20]3)=[CH:15][C:14]=2[O:32][CH3:33])=[N:10][CH:11]=1.FC(F)(F)C(O)=O.[OH-].[Na+].C(=O)([O-])O.[Na+]. Product: [Cl:42][C:34]1[C:35]([O:40][CH3:41])=[CH:36][C:37]([O:38][CH3:39])=[C:2]([Cl:1])[C:3]=1[CH2:4][O:5][C:6]1[CH:7]=[N:8][C:9]([NH:12][C:13]2[CH:18]=[CH:17][C:16]([CH:19]3[CH2:24][CH2:23][NH:22][CH2:21][CH2:20]3)=[CH:15][C:14]=2[O:32][CH3:33])=[N:10][CH:11]=1. The catalyst class is: 22. (2) Reactant: [CH3:1][C:2]([CH3:21])([CH3:20])[C:3]([C:5]1[O:6][C:7]2[CH:17]=[CH:16][C:15]([O:18][CH3:19])=[CH:14][C:8]=2[C:9]=1[CH2:10][C:11]([OH:13])=O)=[O:4].C1C=CC2N(O)N=NC=2C=1.[CH2:32]([C@H:35]1[CH2:39][CH2:38][C@@H:37]([CH2:40][CH2:41][CH3:42])[NH:36]1)[CH2:33][CH3:34].C(Cl)CCl. Product: [CH2:32]([C@H:35]1[CH2:39][CH2:38][C@@H:37]([CH2:40][CH2:41][CH3:42])[N:36]1[C:11](=[O:13])[CH2:10][C:9]1[C:8]2[CH:14]=[C:15]([O:18][CH3:19])[CH:16]=[CH:17][C:7]=2[O:6][C:5]=1[C:3](=[O:4])[C:2]([CH3:20])([CH3:1])[CH3:21])[CH2:33][CH3:34]. The catalyst class is: 3. (3) Reactant: [H-].[Na+].[CH3:3][O:4][C:5](=[O:9])[CH2:6][C:7]#[N:8].F[C:11]1[CH:16]=[C:15]([CH3:17])[C:14]([O:18][CH3:19])=[CH:13][C:12]=1[N+:20]([O-:22])=[O:21].Cl. Product: [CH3:3][O:4][C:5](=[O:9])[CH:6]([C:7]#[N:8])[C:11]1[CH:16]=[C:15]([CH3:17])[C:14]([O:18][CH3:19])=[CH:13][C:12]=1[N+:20]([O-:22])=[O:21]. The catalyst class is: 9. (4) Reactant: [CH3:1]OC(C1C(N)N(CC2C=CC=CC=2)CCC=1)=O.[OH-].[Na+].[CH3:21][O:22][C:23]([C:25]1[CH2:26][N:27]([CH2:32][C:33]2[CH:38]=[CH:37][CH:36]=[CH:35][CH:34]=2)[CH2:28][CH2:29][C:30]=1[NH2:31])=[O:24].C(O)(C(F)(F)F)=O.[BH4-].[Na+].[NH4+].[Cl-]. Product: [CH2:21]([O:22][C:23]([CH:25]1[CH:30]([NH2:31])[CH2:29][CH2:28][N:27]([CH2:32][C:33]2[CH:38]=[CH:37][CH:36]=[CH:35][CH:34]=2)[CH2:26]1)=[O:24])[CH3:1]. The catalyst class is: 353.